From a dataset of Reaction yield outcomes from USPTO patents with 853,638 reactions. Predict the reaction yield, written as a fraction of the theoretical maximum amount of product (1.0 means a 100% yield; for example, 0.34 means a 34% yield). The reactants are C(OC([N:8]1[CH2:13][CH2:12][CH:11]([C:14]2[C:15]3[S:26][CH:25]=[CH:24][C:16]=3[N:17]([CH2:19][C:20]([F:23])([F:22])[F:21])[N:18]=2)[CH2:10][CH2:9]1)=O)(C)(C)C.[ClH:27]. No catalyst specified. The product is [ClH:27].[NH:8]1[CH2:9][CH2:10][CH:11]([C:14]2[C:15]3[S:26][CH:25]=[CH:24][C:16]=3[N:17]([CH2:19][C:20]([F:23])([F:22])[F:21])[N:18]=2)[CH2:12][CH2:13]1. The yield is 0.740.